From a dataset of Full USPTO retrosynthesis dataset with 1.9M reactions from patents (1976-2016). Predict the reactants needed to synthesize the given product. (1) Given the product [Cl:24][CH2:25][C:26]([NH:23][CH2:22][CH2:21][CH2:20][O:19][CH2:1][CH2:2][CH2:3][CH2:4][CH2:5][CH2:6][CH2:7][CH2:8][CH2:9][CH2:10][CH2:11][CH2:12][CH2:13][CH2:14][CH2:15][CH2:16][CH2:17][CH3:18])=[O:27], predict the reactants needed to synthesize it. The reactants are: [CH2:1]([O:19][CH2:20][CH2:21][CH2:22][NH2:23])[CH2:2][CH2:3][CH2:4][CH2:5][CH2:6][CH2:7][CH2:8][CH2:9][CH2:10][CH2:11][CH2:12][CH2:13][CH2:14][CH2:15][CH2:16][CH2:17][CH3:18].[Cl:24][CH2:25][C:26](OC)=[O:27]. (2) Given the product [C:1]([C:5]1[N:6]=[C:7]([N:16]2[CH2:20][CH2:19][C:18]([F:21])([F:22])[CH2:17]2)[C:8]2[N:13]=[N:12][N:11]([CH2:14][C:15]3[C:51]([Cl:52])=[C:50]([Cl:53])[CH:49]=[CH:48][N:47]=3)[C:9]=2[N:10]=1)([CH3:2])([CH3:3])[CH3:4], predict the reactants needed to synthesize it. The reactants are: [C:1]([C:5]1[N:6]=[C:7]([N:16]2[CH2:20][CH2:19][C:18]([F:22])([F:21])[CH2:17]2)[C:8]2[N:13]=[N:12][N:11]([CH2:14][CH3:15])[C:9]=2[N:10]=1)([CH3:4])([CH3:3])[CH3:2].C(C1N=C(N2CCC(F)(F)C2)C2N=NNC=2N=1)(C)(C)C.Br.BrCC1[C:51]([Cl:52])=[C:50]([Cl:53])[CH:49]=[CH:48][N:47]=1. (3) Given the product [Br:11][C:5]1[CH:6]=[C:7]([N+:8]([O-:10])=[O:9])[C:2]([C:16]2[CH:17]=[CH:18][C:13]([Cl:12])=[C:14]([F:22])[CH:15]=2)=[N:3][CH:4]=1, predict the reactants needed to synthesize it. The reactants are: Br[C:2]1[C:7]([N+:8]([O-:10])=[O:9])=[CH:6][C:5]([Br:11])=[CH:4][N:3]=1.[Cl:12][C:13]1[CH:18]=[CH:17][C:16](B(O)O)=[CH:15][C:14]=1[F:22]. (4) The reactants are: C[O:2][C:3]([C:5]1[C:9]([NH:10][C:11](=[O:27])[CH2:12][O:13][C:14]2[CH:19]=[CH:18][C:17]([C:20]3[CH:25]=[CH:24][CH:23]=[CH:22][C:21]=3[Cl:26])=[CH:16][N:15]=2)=[CH:8][S:7][CH:6]=1)=[O:4].[OH-].[Na+].C1COCC1.Cl. Given the product [Cl:26][C:21]1[CH:22]=[CH:23][CH:24]=[CH:25][C:20]=1[C:17]1[CH:18]=[CH:19][C:14]([O:13][CH2:12][C:11]([NH:10][C:9]2[C:5]([C:3]([OH:4])=[O:2])=[CH:6][S:7][CH:8]=2)=[O:27])=[N:15][CH:16]=1, predict the reactants needed to synthesize it. (5) Given the product [Br:30][C:25]1[C:26]([CH2:28][N:8]2[CH2:13][CH2:12][O:11][CH2:10][CH2:9]2)=[CH:27][C:18]([OH:17])=[C:19]([CH:24]=1)[C:20]([OH:22])=[O:21], predict the reactants needed to synthesize it. The reactants are: C(N(CC)CC)C.[NH:8]1[CH2:13][CH2:12][O:11][CH2:10][CH2:9]1.C([O:17][C:18]1[CH:27]=[C:26]([CH2:28]Br)[C:25]([Br:30])=[CH:24][C:19]=1[C:20]([O:22]C)=[O:21])(=O)C. (6) Given the product [NH2:24][CH2:23][CH:22]=[CH:21][C:17]1[CH:16]=[C:15]([CH:20]=[CH:19][CH:18]=1)[NH:8][CH2:7][CH:1]1[CH2:2][CH2:3][CH2:4][CH2:5][CH2:6]1, predict the reactants needed to synthesize it. The reactants are: [CH:1]1([CH2:7][N:8]([C:15]2[CH:20]=[CH:19][CH:18]=[C:17](/[CH:21]=[CH:22]/[CH2:23][NH:24]C(=O)C(F)(F)F)[CH:16]=2)C(=O)C(F)(F)F)[CH2:6][CH2:5][CH2:4][CH2:3][CH2:2]1.C([O-])([O-])=O.[K+].[K+].O. (7) The reactants are: [CH:1]1([C:4]2[N:5]=[CH:6][C:7]([O:10][C@H:11]3[CH2:40][N:14]4[CH2:15][CH2:16][N:17]([C:19](=[O:39])[CH:20]([NH:31]C(=O)OC(C)(C)C)[C:21]5[CH:26]=[CH:25][CH:24]=[C:23]([C:27]([F:30])([F:29])[F:28])[CH:22]=5)[CH2:18][C@@H:13]4[CH2:12]3)=[N:8][CH:9]=2)[CH2:3][CH2:2]1.C1(C2N=CC(O[C@H]3CN4CCN(C(=O)C(NC(=O)OC(C)(C)C)C5C=CC(C(F)(F)F)=CC=5)C[C@@H]4C3)=NC=2)CC1. Given the product [NH2:31][CH:20]([C:21]1[CH:26]=[CH:25][CH:24]=[C:23]([C:27]([F:28])([F:30])[F:29])[CH:22]=1)[C:19]([N:17]1[CH2:16][CH2:15][N:14]2[CH2:40][C@H:11]([O:10][C:7]3[CH:6]=[N:5][C:4]([CH:1]4[CH2:3][CH2:2]4)=[CH:9][N:8]=3)[CH2:12][C@H:13]2[CH2:18]1)=[O:39], predict the reactants needed to synthesize it. (8) Given the product [CH3:1][CH2:2][O:3][C:4]([C@@H:6]([NH:15][C@H:16]([C:18]([N:20]1[C@H:27]([C:28]([OH:30])=[O:29])[CH2:26][C@H:25]2[C@@H:21]1[CH2:22][CH2:23][CH2:24]2)=[O:19])[CH3:17])[CH2:7][CH2:8][C:9]1[CH:14]=[CH:13][CH:12]=[CH:11][CH:10]=1)=[O:5].[NH3:31], predict the reactants needed to synthesize it. The reactants are: [CH3:1][CH2:2][O:3][C:4]([C@@H:6]([NH:15][C@H:16]([C:18]([N:20]1[C@H:27]([C:28]([OH:30])=[O:29])[CH2:26][C@H:25]2[C@@H:21]1[CH2:22][CH2:23][CH2:24]2)=[O:19])[CH3:17])[CH2:7][CH2:8][C:9]1[CH:10]=[CH:11][CH:12]=[CH:13][CH:14]=1)=[O:5].[NH3:31].